Dataset: Forward reaction prediction with 1.9M reactions from USPTO patents (1976-2016). Task: Predict the product of the given reaction. (1) Given the reactants [O:1]=[C:2]1[CH2:7][CH2:6][CH:5]([C:8]([O:10][CH2:11][CH3:12])=[O:9])[CH2:4][CH2:3]1.[CH2:13](O)[CH2:14][OH:15].O, predict the reaction product. The product is: [O:15]1[C:2]2([CH2:7][CH2:6][CH:5]([C:8]([O:10][CH2:11][CH3:12])=[O:9])[CH2:4][CH2:3]2)[O:1][CH2:13][CH2:14]1. (2) Given the reactants [O:1]=[C:2]1[C:11]2[C:6](=[C:7]([NH:16][C:17](=[O:23])[O:18][C:19]([CH3:22])([CH3:21])[CH3:20])[CH:8]=[C:9]([O:12][CH:13]([CH3:15])[CH3:14])[CH:10]=2)[CH2:5][CH2:4][NH:3]1.C1C(=O)N([Cl:31])C(=O)C1, predict the reaction product. The product is: [Cl:31][C:10]1[C:9]([O:12][CH:13]([CH3:15])[CH3:14])=[CH:8][C:7]([NH:16][C:17](=[O:23])[O:18][C:19]([CH3:21])([CH3:20])[CH3:22])=[C:6]2[C:11]=1[C:2](=[O:1])[NH:3][CH2:4][CH2:5]2. (3) Given the reactants [Cl:1][C:2]1[CH:7]=[CH:6][C:5]([Cl:8])=[CH:4][C:3]=1[OH:9].[CH3:10][CH:11]1[CH:16](O)[CH2:15][CH2:14][N:13]([C:18]2[N:19]=[N:20][CH:21]=[CH:22][N:23]=2)[CH2:12]1, predict the reaction product. The product is: [Cl:1][C:2]1[CH:7]=[CH:6][C:5]([Cl:8])=[CH:4][C:3]=1[O:9][CH:16]1[CH2:15][CH2:14][N:13]([C:18]2[N:19]=[N:20][CH:21]=[CH:22][N:23]=2)[CH2:12][CH:11]1[CH3:10]. (4) Given the reactants [CH2:1]([O:3][C:4](=[O:14])[CH2:5][C:6]1[CH:11]=[CH:10][C:9]([NH:12][CH3:13])=[CH:8][CH:7]=1)[CH3:2].[CH3:15][S:16](Cl)(=[O:18])=[O:17], predict the reaction product. The product is: [CH2:1]([O:3][C:4](=[O:14])[CH2:5][C:6]1[CH:11]=[CH:10][C:9]([N:12]([S:16]([CH3:15])(=[O:18])=[O:17])[CH3:13])=[CH:8][CH:7]=1)[CH3:2]. (5) The product is: [CH3:1][O:16][C:15](=[O:17])[C:14]1[C:9]([F:8])=[CH:10][CH:11]=[C:12]([N+:25]([O-:27])=[O:26])[C:13]=1[NH:18][C:19]1[CH:24]=[CH:23][CH:22]=[CH:21][CH:20]=1. Given the reactants [CH3:1][Si](C=[N+]=[N-])(C)C.[F:8][C:9]1[C:14]([C:15]([OH:17])=[O:16])=[C:13]([NH:18][C:19]2[CH:24]=[CH:23][CH:22]=[CH:21][CH:20]=2)[C:12]([N+:25]([O-:27])=[O:26])=[CH:11][CH:10]=1, predict the reaction product. (6) Given the reactants [CH3:1][O:2][C:3]1[CH:8]=[CH:7][C:6]([S:9]([N:12]2[CH2:17][CH2:16][N:15]([CH:18]([C:20]3[N:29]([CH3:30])[C:28](=[O:31])[C:27]4[C:22](=[CH:23][CH:24]=[C:25]([N+:32]([O-])=O)[CH:26]=4)[N:21]=3)[CH3:19])[CH2:14][CH2:13]2)(=[O:11])=[O:10])=[CH:5][CH:4]=1, predict the reaction product. The product is: [NH2:32][C:25]1[CH:26]=[C:27]2[C:22](=[CH:23][CH:24]=1)[N:21]=[C:20]([CH:18]([N:15]1[CH2:14][CH2:13][N:12]([S:9]([C:6]3[CH:7]=[CH:8][C:3]([O:2][CH3:1])=[CH:4][CH:5]=3)(=[O:11])=[O:10])[CH2:17][CH2:16]1)[CH3:19])[N:29]([CH3:30])[C:28]2=[O:31]. (7) Given the reactants [N:1]#[C:2][Br:3].[NH2:4][C:5]1[C:6]([Cl:25])=[N:7][C:8]2[C:13]([C:14]=1[NH:15][CH2:16][C:17]([NH:20][S:21]([CH3:24])(=[O:23])=[O:22])([CH3:19])[CH3:18])=[CH:12][CH:11]=[CH:10][CH:9]=2.O, predict the reaction product. The product is: [BrH:3].[NH2:1][C:2]1[N:15]([CH2:16][C:17]([NH:20][S:21]([CH3:24])(=[O:22])=[O:23])([CH3:19])[CH3:18])[C:14]2[C:13]3[CH:12]=[CH:11][CH:10]=[CH:9][C:8]=3[N:7]=[C:6]([Cl:25])[C:5]=2[N:4]=1.